The task is: Predict which catalyst facilitates the given reaction.. This data is from Catalyst prediction with 721,799 reactions and 888 catalyst types from USPTO. (1) Reactant: [C:1]1([C:7]2[CH:8]=[C:9]3[NH:15][C:14]([CH2:16][CH2:17][C:18]4[CH:24]=[CH:23][C:21]([NH2:22])=[CH:20][CH:19]=4)=[N:13][C:10]3=[N:11][CH:12]=2)[CH:6]=[CH:5][CH:4]=[CH:3][CH:2]=1.[C:25](OC(=O)C)(=[O:27])[CH3:26].C([O-])(=O)C.[NH4+]. Product: [C:1]1([C:7]2[CH:8]=[C:9]3[NH:15][C:14]([CH2:16][CH2:17][C:18]4[CH:19]=[CH:20][C:21]([NH:22][C:25](=[O:27])[CH3:26])=[CH:23][CH:24]=4)=[N:13][C:10]3=[N:11][CH:12]=2)[CH:2]=[CH:3][CH:4]=[CH:5][CH:6]=1. The catalyst class is: 17. (2) Reactant: [Cl:1][C:2]1[CH:7]=[CH:6][C:5]([O:8][C:9]([F:12])([F:11])[F:10])=[CH:4][C:3]=1[N:13]1[CH2:28][CH2:27][C:16]2([O:21][CH2:20][CH:19]([CH2:22][C:23]([O:25]C)=[O:24])[CH2:18][CH2:17]2)[CH2:15][CH2:14]1.BrC1C=C(OC(F)(F)F)C=CC=1Cl.C(=O)([O-])[O-].[Cs+].[Cs+]. Product: [Cl:1][C:2]1[CH:7]=[CH:6][C:5]([O:8][C:9]([F:10])([F:12])[F:11])=[CH:4][C:3]=1[N:13]1[CH2:28][CH2:27][C:16]2([O:21][CH2:20][CH:19]([CH2:22][C:23]([OH:25])=[O:24])[CH2:18][CH2:17]2)[CH2:15][CH2:14]1. The catalyst class is: 110. (3) Reactant: [CH2:1]([O:3][C:4]([CH:6]1[CH2:11][CH2:10][N:9]([C:12]2[CH:17]=[CH:16][C:15]([NH2:18])=[C:14]([C:19](=[O:23])[N:20]([CH3:22])[CH3:21])[CH:13]=2)[CH2:8][CH2:7]1)=[O:5])[CH3:2].C(N(CC)CC)C.[F:31][C:32]([F:49])([F:48])[C:33]1[CH:38]=[CH:37][C:36]([C:39]2[C:40]([C:45](Cl)=[O:46])=[CH:41][CH:42]=[CH:43][CH:44]=2)=[CH:35][CH:34]=1. Product: [CH2:1]([O:3][C:4]([CH:6]1[CH2:11][CH2:10][N:9]([C:12]2[CH:17]=[CH:16][C:15]([NH:18][C:45]([C:40]3[C:39]([C:36]4[CH:37]=[CH:38][C:33]([C:32]([F:31])([F:48])[F:49])=[CH:34][CH:35]=4)=[CH:44][CH:43]=[CH:42][CH:41]=3)=[O:46])=[C:14]([C:19](=[O:23])[N:20]([CH3:22])[CH3:21])[CH:13]=2)[CH2:8][CH2:7]1)=[O:5])[CH3:2]. The catalyst class is: 11. (4) Reactant: [NH2:1][C:2]1[CH:11]=[CH:10][C:5]([C:6]([O:8][CH3:9])=[O:7])=[C:4]([C:12]2[CH:17]=[CH:16][CH:15]=[C:14]([C:18]([O:20][C:21]([CH3:24])([CH3:23])[CH3:22])=[O:19])[CH:13]=2)[N:3]=1.[F:25][C:26]1([F:41])[O:30][C:29]2[CH:31]=[CH:32][C:33]([C:35]3([C:38](Cl)=[O:39])[CH2:37][CH2:36]3)=[CH:34][C:28]=2[O:27]1. Product: [C:21]([O:20][C:18]([C:14]1[CH:13]=[C:12]([C:4]2[N:3]=[C:2]([NH:1][C:38]([C:35]3([C:33]4[CH:32]=[CH:31][C:29]5[O:30][C:26]([F:41])([F:25])[O:27][C:28]=5[CH:34]=4)[CH2:37][CH2:36]3)=[O:39])[CH:11]=[CH:10][C:5]=2[C:6]([O:8][CH3:9])=[O:7])[CH:17]=[CH:16][CH:15]=1)=[O:19])([CH3:24])([CH3:23])[CH3:22]. The catalyst class is: 298.